From a dataset of Forward reaction prediction with 1.9M reactions from USPTO patents (1976-2016). Predict the product of the given reaction. (1) Given the reactants C[O:2][C:3]([C:5]1[C:10]([C:11]2[CH:16]=[CH:15][CH:14]=[C:13]([C:17]([F:20])([F:19])[F:18])[CH:12]=2)=[CH:9][C:8]([CH3:21])=[C:7]([C:22]([N:24]2[CH2:29][CH2:28][CH:27]([N:30]3[CH2:34][CH2:33][CH2:32][CH2:31]3)[CH2:26][CH2:25]2)=[O:23])[N:6]=1)=[O:4].[OH-].[Li+], predict the reaction product. The product is: [CH3:21][C:8]1[CH:9]=[C:10]([C:11]2[CH:16]=[CH:15][CH:14]=[C:13]([C:17]([F:19])([F:18])[F:20])[CH:12]=2)[C:5]([C:3]([OH:4])=[O:2])=[N:6][C:7]=1[C:22]([N:24]1[CH2:25][CH2:26][CH:27]([N:30]2[CH2:31][CH2:32][CH2:33][CH2:34]2)[CH2:28][CH2:29]1)=[O:23]. (2) The product is: [C:7]1([C:5]2[S:4][C:3]([C:13]([O:15][CH3:16])=[O:14])=[C:2]([NH:1][C:22]([NH:21][C:19](=[O:20])[C:18]([Cl:25])([Cl:24])[Cl:17])=[O:23])[CH:6]=2)[CH:12]=[CH:11][CH:10]=[CH:9][CH:8]=1. Given the reactants [NH2:1][C:2]1[CH:6]=[C:5]([C:7]2[CH:12]=[CH:11][CH:10]=[CH:9][CH:8]=2)[S:4][C:3]=1[C:13]([O:15][CH3:16])=[O:14].[Cl:17][C:18]([Cl:25])([Cl:24])[C:19]([N:21]=[C:22]=[O:23])=[O:20], predict the reaction product. (3) Given the reactants C(OC(=O)[NH:7][C@H:8]([C:13](=[O:25])[NH:14][C:15]1[CH:19]=[CH:18][N:17]([CH2:20][C:21]([OH:24])([CH3:23])[CH3:22])[N:16]=1)[CH2:9][CH:10]([CH3:12])[CH3:11])(C)(C)C.FC(F)(F)C(O)=O.[Cl:34]CCl, predict the reaction product. The product is: [ClH:34].[OH:24][C:21]([CH3:23])([CH3:22])[CH2:20][N:17]1[CH:18]=[CH:19][C:15]([NH:14][C:13](=[O:25])[C@@H:8]([NH2:7])[CH2:9][CH:10]([CH3:11])[CH3:12])=[N:16]1. (4) Given the reactants [C:1]([NH:4][C:5]1[C:6]([Cl:17])=[N:7][C:8]([C:11]2[CH:16]=[CH:15][CH:14]=[CH:13][CH:12]=2)=[N:9][CH:10]=1)(=[O:3])[CH3:2].Cl.CN.[CH2:21]([N:23](CC)CC)C, predict the reaction product. The product is: [ClH:17].[C:1]([NH:4][C:5]1[C:6]([NH:23][CH3:21])=[N:7][C:8]([C:11]2[CH:16]=[CH:15][CH:14]=[CH:13][CH:12]=2)=[N:9][CH:10]=1)(=[O:3])[CH3:2].